From a dataset of Full USPTO retrosynthesis dataset with 1.9M reactions from patents (1976-2016). Predict the reactants needed to synthesize the given product. (1) Given the product [C:14]([O:13][C:11](=[O:12])[NH:10][CH2:9][C@@H:6]1[CH2:7][CH2:8][C@H:5]1[CH2:3][OH:2])([CH3:17])([CH3:15])[CH3:16], predict the reactants needed to synthesize it. The reactants are: C[O:2][C:3]([C@@H:5]1[CH2:8][CH2:7][C@H:6]1[CH2:9][NH:10][C:11]([O:13][C:14]([CH3:17])([CH3:16])[CH3:15])=[O:12])=O.[BH4-].[Na+].[Cl-].[NH4+]. (2) The reactants are: [C:1]([O:5][C:6]([NH:8][C@H:9]1[CH2:13][C@@:12]([CH2:17][O:18][CH2:19][CH3:20])([C:14]([OH:16])=[O:15])[CH:11]=[CH:10]1)=[O:7])([CH3:4])([CH3:3])[CH3:2]. Given the product [C:1]([O:5][C:6]([NH:8][C@@H:9]1[CH2:10][CH2:11][C@:12]([CH2:17][O:18][CH2:19][CH3:20])([C:14]([OH:16])=[O:15])[CH2:13]1)=[O:7])([CH3:4])([CH3:3])[CH3:2], predict the reactants needed to synthesize it. (3) Given the product [Cl:15][C:16]1[N:21]=[C:20]([O:1][C:2]2[CH:3]=[C:4]3[C:9](=[CH:10][CH:11]=2)[C:8]([C:12]([OH:14])=[O:13])=[CH:7][CH:6]=[CH:5]3)[CH:19]=[CH:18][N:17]=1, predict the reactants needed to synthesize it. The reactants are: [OH:1][C:2]1[CH:3]=[C:4]2[C:9](=[CH:10][CH:11]=1)[C:8]([C:12]([OH:14])=[O:13])=[CH:7][CH:6]=[CH:5]2.[Cl:15][C:16]1[N:21]=[C:20](Cl)[CH:19]=[CH:18][N:17]=1.O.Cl.